From a dataset of Forward reaction prediction with 1.9M reactions from USPTO patents (1976-2016). Predict the product of the given reaction. (1) Given the reactants N[C@@H:2]1[CH2:7][CH2:6][N:5]([C:8]([O:10][C:11]([CH3:14])([CH3:13])[CH3:12])=[O:9])[CH2:4][C@@H:3]1[C:15]([O:17][CH2:18][CH3:19])=[O:16].C(N(CC)CC)C.[CH2:27]([O:30][C:31](Cl)=[O:32])[CH:28]=[CH2:29], predict the reaction product. The product is: [CH2:27]([O:30][C:31]([C@@H:2]1[CH2:7][CH2:6][N:5]([C:8]([O:10][C:11]([CH3:14])([CH3:13])[CH3:12])=[O:9])[CH2:4][C@H:3]1[C:15]([O:17][CH2:18][CH3:19])=[O:16])=[O:32])[CH:28]=[CH2:29]. (2) Given the reactants [Cl:1][C:2]1[CH:7]=[C:6]([F:8])[C:5]([N:9]2[C:14](=[O:15])[CH:13]=[C:12]([C:16]([F:19])([F:18])[F:17])[CH:11]=[N:10]2)=[C:4]([N+:20]([O-])=O)[C:3]=1[O:23][CH3:24].O, predict the reaction product. The product is: [C:12]([C:24]1[O:23][C:3]2[C:2]([Cl:1])=[CH:7][C:6]([F:8])=[C:5]([N:9]3[C:14](=[O:15])[CH:13]=[C:12]([C:16]([F:19])([F:18])[F:17])[CH:11]=[N:10]3)[C:4]=2[N:20]=1)([CH3:16])([CH3:13])[CH3:11]. (3) Given the reactants [NH2:1][C:2]1[CH:7]=[CH:6][CH:5]=[CH:4][C:3]=1[C:8]1([OH:11])[CH2:10][CH2:9]1.[C:12]([O:16][C:17](=[O:25])[NH:18][C:19]([CH3:24])([CH3:23])[CH2:20][CH:21]=O)([CH3:15])([CH3:14])[CH3:13], predict the reaction product. The product is: [C:12]([O:16][C:17](=[O:25])[NH:18][C:19]([CH3:24])([CH3:23])[CH2:20][CH2:21][NH:1][C:2]1[CH:7]=[CH:6][CH:5]=[CH:4][C:3]=1[C:8]1([OH:11])[CH2:9][CH2:10]1)([CH3:15])([CH3:14])[CH3:13].